The task is: Predict the product of the given reaction.. This data is from Forward reaction prediction with 1.9M reactions from USPTO patents (1976-2016). (1) Given the reactants [CH:1]1([C:5]2[CH:6]=[C:7]3[C:12](=[CH:13][CH:14]=2)[N:11]=[CH:10][N:9]=[C:8]3OC2C=CC=CC=2)[CH2:4][CH2:3][CH2:2]1.[O:22]([C:29]1[CH:35]=[CH:34][C:32]([NH2:33])=[CH:31][CH:30]=1)[C:23]1[CH:28]=[CH:27][CH:26]=[CH:25][CH:24]=1, predict the reaction product. The product is: [CH:1]1([C:5]2[CH:6]=[C:7]3[C:12](=[CH:13][CH:14]=2)[N:11]=[CH:10][N:9]=[C:8]3[NH:33][C:32]2[CH:31]=[CH:30][C:29]([O:22][C:23]3[CH:28]=[CH:27][CH:26]=[CH:25][CH:24]=3)=[CH:35][CH:34]=2)[CH2:2][CH2:3][CH2:4]1. (2) Given the reactants [CH2:1]([O:8][C:9](=[O:14])[NH:10][CH2:11][C:12]#[CH:13])[C:2]1[CH:7]=[CH:6][CH:5]=[CH:4][CH:3]=1.[C:15]([O:19][C:20]([C:22]1[S:23][C:24](Br)=[CH:25][CH:26]=1)=[O:21])([CH3:18])([CH3:17])[CH3:16], predict the reaction product. The product is: [C:15]([O:19][C:20]([C:22]1[S:23][C:24]([C:13]#[C:12][CH2:11][NH:10][C:9]([O:8][CH2:1][C:2]2[CH:7]=[CH:6][CH:5]=[CH:4][CH:3]=2)=[O:14])=[CH:25][CH:26]=1)=[O:21])([CH3:18])([CH3:16])[CH3:17]. (3) The product is: [Cl:26][C:27]1[C:28]([C:7]2[CH:12]=[CH:11][C:10]([F:13])=[C:9]([NH:14][CH2:15][C:16]3([CH2:22][CH3:23])[CH2:17][CH2:18][O:19][CH2:20][CH2:21]3)[N:8]=2)=[CH:29][C:30]([F:33])=[N:31][CH:32]=1. Given the reactants FC(F)(F)S(O[C:7]1[CH:12]=[CH:11][C:10]([F:13])=[C:9]([NH:14][CH2:15][C:16]2([CH2:22][CH3:23])[CH2:21][CH2:20][O:19][CH2:18][CH2:17]2)[N:8]=1)(=O)=O.[Cl:26][C:27]1[C:28](B(O)O)=[CH:29][C:30]([F:33])=[N:31][CH:32]=1.C(Cl)Cl.C(=O)([O-])[O-].[Na+].[Na+], predict the reaction product. (4) Given the reactants [CH3:1][C:2]([C:4]1[CH:9]=[CH:8][C:7]([I:10])=[CH:6][CH:5]=1)=[O:3].[CH3:11][O:12][C:13]1[CH:14]=[C:15]([CH:18]=[CH:19][C:20]=1[O:21][CH3:22])[CH:16]=O.[OH-].[K+], predict the reaction product. The product is: [CH3:11][O:12][C:13]1[CH:14]=[C:15]([CH:16]=[CH:1][C:2]([C:4]2[CH:9]=[CH:8][C:7]([I:10])=[CH:6][CH:5]=2)=[O:3])[CH:18]=[CH:19][C:20]=1[O:21][CH3:22]. (5) Given the reactants C(O/[CH:4]=[CH:5]/[C:6]([NH:8][NH:9][C:10]1[CH:15]=[CH:14][CH:13]=[CH:12][N:11]=1)=[O:7])C.[OH-].[Na+], predict the reaction product. The product is: [N:11]1[CH:12]=[CH:13][CH:14]=[CH:15][C:10]=1[N:9]1[CH:4]=[CH:5][C:6](=[O:7])[NH:8]1. (6) Given the reactants [O:1]=[S:2]1(=[O:30])[CH2:7][CH2:6][N:5]([C:8]([C:10]2[NH:11][C:12]3[C:17]([CH:18]=2)=[CH:16][C:15]([C:19]([N:21]2[CH2:26][CH2:25][N:24]([CH:27]([CH3:29])[CH3:28])[CH2:23][CH2:22]2)=[O:20])=[CH:14][CH:13]=3)=[O:9])[CH2:4][CH2:3]1.[H-].[Na+].[CH:33]1([CH2:36]Br)[CH2:35][CH2:34]1, predict the reaction product. The product is: [CH:33]1([CH2:36][N:11]2[C:12]3[C:17](=[CH:16][C:15]([C:19]([N:21]4[CH2:22][CH2:23][N:24]([CH:27]([CH3:28])[CH3:29])[CH2:25][CH2:26]4)=[O:20])=[CH:14][CH:13]=3)[CH:18]=[C:10]2[C:8]([N:5]2[CH2:6][CH2:7][S:2](=[O:1])(=[O:30])[CH2:3][CH2:4]2)=[O:9])[CH2:35][CH2:34]1.